From a dataset of Full USPTO retrosynthesis dataset with 1.9M reactions from patents (1976-2016). Predict the reactants needed to synthesize the given product. (1) Given the product [F:25][C:26]([F:39])([F:40])[CH:27]([NH:32][C:33]1[CH:38]=[CH:37][CH:36]=[CH:35][CH:34]=1)[CH2:28][C:29]([NH:24][C:4]1[CH:5]=[CH:6][C:7]([O:8][C:9]2[CH:14]=[CH:13][N:12]=[C:11]3[CH:15]=[C:16]([C:18]4[N:19]=[CH:20][N:21]([CH3:23])[CH:22]=4)[S:17][C:10]=23)=[C:2]([F:1])[CH:3]=1)=[O:30], predict the reactants needed to synthesize it. The reactants are: [F:1][C:2]1[CH:3]=[C:4]([NH2:24])[CH:5]=[CH:6][C:7]=1[O:8][C:9]1[CH:14]=[CH:13][N:12]=[C:11]2[CH:15]=[C:16]([C:18]3[N:19]=[CH:20][N:21]([CH3:23])[CH:22]=3)[S:17][C:10]=12.[F:25][C:26]([F:40])([F:39])[CH:27]([NH:32][C:33]1[CH:38]=[CH:37][CH:36]=[CH:35][CH:34]=1)[CH2:28][C:29](O)=[O:30].C(N(CC)C(C)C)(C)C.CN(C(ON1N=NC2C=CC=NC1=2)=[N+](C)C)C.F[P-](F)(F)(F)(F)F.C(=O)(O)[O-].[Na+]. (2) Given the product [CH3:3][C:4]1([CH3:12])[CH2:9][C:8](=[O:10])[CH:7]([CH2:14][C:15](=[O:17])[CH3:16])[C:6](=[O:11])[CH2:5]1, predict the reactants needed to synthesize it. The reactants are: [H-].[Na+].[CH3:3][C:4]1([CH3:12])[CH2:9][C:8](=[O:10])[CH2:7][C:6](=[O:11])[CH2:5]1.Cl[CH2:14][C:15](=[O:17])[CH3:16].[NH4+].[Cl-]. (3) Given the product [CH2:1]([C:5]1[CH:6]=[CH:7][C:8]([C:11]#[C:12][C:13]2[CH:14]=[CH:15][C:16]([CH2:17][N:18]([CH2:19][C:20]3[CH:21]=[CH:22][C:23]([O:24][CH2:25][C:26]([O:28][CH3:29])=[O:27])=[CH:30][CH:31]=3)[C:43]([NH:42][C:39]3[CH:40]=[CH:41][C:36]([C:34]#[N:35])=[CH:37][CH:38]=3)=[O:44])=[CH:32][CH:33]=2)=[CH:9][CH:10]=1)[CH2:2][CH2:3][CH3:4], predict the reactants needed to synthesize it. The reactants are: [CH2:1]([C:5]1[CH:10]=[CH:9][C:8]([C:11]#[C:12][C:13]2[CH:33]=[CH:32][C:16]([CH2:17][NH:18][CH2:19][C:20]3[CH:31]=[CH:30][C:23]([O:24][CH2:25][C:26]([O:28][CH3:29])=[O:27])=[CH:22][CH:21]=3)=[CH:15][CH:14]=2)=[CH:7][CH:6]=1)[CH2:2][CH2:3][CH3:4].[C:34]([C:36]1[CH:41]=[CH:40][C:39]([N:42]=[C:43]=[O:44])=[CH:38][CH:37]=1)#[N:35].C(O)C(N)(CO)CO.CN(C=O)C.